Dataset: Forward reaction prediction with 1.9M reactions from USPTO patents (1976-2016). Task: Predict the product of the given reaction. (1) Given the reactants [C:1]([O:7][CH2:8][N:9]1[C:17]2[C:12](=[N:13][C:14](Br)=[CH:15][N:16]=2)[C:11]([C:19](=[O:33])[NH:20][C:21]([CH3:32])([CH3:31])[CH2:22][O:23][Si](C(C)(C)C)(C)C)=[CH:10]1)(=[O:6])[C:2]([CH3:5])([CH3:4])[CH3:3].[CH3:34][N:35]1[C:43]2[C:38](=[CH:39][CH:40]=[C:41]([C:44]#[N:45])[CH:42]=2)[C:37]([Sn](CCCC)(CCCC)CCCC)=[N:36]1, predict the reaction product. The product is: [C:1]([O:7][CH2:8][N:9]1[C:17]2=[N:16][CH:15]=[C:14]([C:37]3[C:38]4[C:43](=[CH:42][C:41]([C:44]#[N:45])=[CH:40][CH:39]=4)[N:35]([CH3:34])[N:36]=3)[N:13]=[C:12]2[C:11]([C:19](=[O:33])[NH:20][C:21]([CH3:31])([CH3:32])[CH2:22][OH:23])=[CH:10]1)(=[O:6])[C:2]([CH3:3])([CH3:5])[CH3:4]. (2) Given the reactants [C:1]1([CH2:15]O)[C:14]2[C:5](=[CH:6][C:7]3[C:12]([CH:13]=2)=[CH:11][CH:10]=[CH:9][CH:8]=3)[CH:4]=[CH:3][CH:2]=1.C(Cl)(Cl)Cl.N1C=CC=CC=1.P(Br)(Br)[Br:28], predict the reaction product. The product is: [Br:28][CH2:15][C:1]1[C:14]2[C:5](=[CH:6][C:7]3[C:12]([CH:13]=2)=[CH:11][CH:10]=[CH:9][CH:8]=3)[CH:4]=[CH:3][CH:2]=1.